This data is from Forward reaction prediction with 1.9M reactions from USPTO patents (1976-2016). The task is: Predict the product of the given reaction. (1) Given the reactants Cl[C:2]1[C:7]([C:8]([NH:10][C@H:11]([C:13]2[CH:25]=[CH:24][C:16]([C:17]([O:19]C(C)(C)C)=[O:18])=[CH:15][CH:14]=2)[CH3:12])=[O:9])=[CH:6][C:5]([Cl:26])=[CH:4][N:3]=1.[Cl:27][C:28]1[CH:33]=[CH:32][C:31]([OH:34])=[C:30]([F:35])[CH:29]=1, predict the reaction product. The product is: [Cl:26][C:5]1[CH:6]=[C:7]([C:8]([NH:10][C@H:11]([C:13]2[CH:14]=[CH:15][C:16]([C:17]([OH:19])=[O:18])=[CH:24][CH:25]=2)[CH3:12])=[O:9])[C:2]([O:34][C:31]2[CH:32]=[CH:33][C:28]([Cl:27])=[CH:29][C:30]=2[F:35])=[N:3][CH:4]=1. (2) Given the reactants C([O:9][C@@H:10]1[C@@H:14]([O:15]C(=O)C2C=CC=CC=2)[C@@H:13]([C:24]([NH:26][CH2:27][CH3:28])=[O:25])[O:12][C@H:11]1[N:29]1[CH:37]=[N:36][C:35]2[C:30]1=[N:31][C:32]([C:53]([NH:55][CH2:56][CH2:57][N:58]1[CH2:63][CH2:62][CH2:61][CH2:60][CH2:59]1)=[O:54])=[N:33][C:34]=2[NH:38][CH2:39][CH:40]([C:47]1[CH:52]=[CH:51][CH:50]=[CH:49][CH:48]=1)[C:41]1[CH:46]=[CH:45][CH:44]=[CH:43][CH:42]=1)(=O)C1C=CC=CC=1.C(=O)([O-])[O-].[K+].[K+], predict the reaction product. The product is: [C:47]1([CH:40]([C:41]2[CH:42]=[CH:43][CH:44]=[CH:45][CH:46]=2)[CH2:39][NH:38][C:34]2[N:33]=[C:32]([C:53]([NH:55][CH2:56][CH2:57][N:58]3[CH2:63][CH2:62][CH2:61][CH2:60][CH2:59]3)=[O:54])[N:31]=[C:30]3[C:35]=2[N:36]=[CH:37][N:29]3[C@H:11]2[C@H:10]([OH:9])[C@H:14]([OH:15])[C@@H:13]([C:24]([NH:26][CH2:27][CH3:28])=[O:25])[O:12]2)[CH:48]=[CH:49][CH:50]=[CH:51][CH:52]=1.